Dataset: Forward reaction prediction with 1.9M reactions from USPTO patents (1976-2016). Task: Predict the product of the given reaction. (1) Given the reactants [NH2:1][C:2]1[C:3]([C:14]2[CH:22]=[CH:21][C:17]([C:18]([OH:20])=O)=[C:16]([F:23])[CH:15]=2)=[N:4][C:5]([CH:8]2[CH2:13][CH2:12][O:11][CH2:10][CH2:9]2)=[CH:6][N:7]=1.C1C=NC2N(O)N=NC=2C=1.C(Cl)CCl.[NH2:38][C@@H:39]([C:55]1[CH:60]=[CH:59][CH:58]=[C:57]([Cl:61])[CH:56]=1)[CH2:40][N:41]([CH3:54])[S:42]([C:45]1[CH:50]=[CH:49][CH:48]=[CH:47][C:46]=1[N+:51]([O-:53])=[O:52])(=[O:44])=[O:43], predict the reaction product. The product is: [NH2:1][C:2]1[C:3]([C:14]2[CH:22]=[CH:21][C:17]([C:18]([NH:38][C@@H:39]([C:55]3[CH:60]=[CH:59][CH:58]=[C:57]([Cl:61])[CH:56]=3)[CH2:40][N:41]([CH3:54])[S:42]([C:45]3[CH:50]=[CH:49][CH:48]=[CH:47][C:46]=3[N+:51]([O-:53])=[O:52])(=[O:43])=[O:44])=[O:20])=[C:16]([F:23])[CH:15]=2)=[N:4][C:5]([CH:8]2[CH2:9][CH2:10][O:11][CH2:12][CH2:13]2)=[CH:6][N:7]=1. (2) Given the reactants [CH3:1][O:2][C:3]1[CH:4]=[C:5]([N:9]2[CH:13]=[C:12]([CH3:14])[C:11]([C:15](OCC)=[O:16])=[N:10]2)[CH:6]=[CH:7][CH:8]=1.[H-].[Al+3].[Li+].[H-].[H-].[H-], predict the reaction product. The product is: [CH3:1][O:2][C:3]1[CH:4]=[C:5]([N:9]2[CH:13]=[C:12]([CH3:14])[C:11]([CH:15]=[O:16])=[N:10]2)[CH:6]=[CH:7][CH:8]=1. (3) Given the reactants [Cl:1][C:2]1[CH:7]=[CH:6][CH:5]=[CH:4][C:3]=1[N:8]1[C:12]([S:13][C:14]2[CH:19]=[CH:18][N:17]=[CH:16][CH:15]=2)=[CH:11][C:10]([C:20](OCC)=[O:21])=[N:9]1.[H-].C([Al+]CC(C)C)C(C)C.C1(C)C=CC=CC=1.O.O.O.O.O.O.O.O.O.O.[O-]S([O-])(=O)=O.[Na+].[Na+], predict the reaction product. The product is: [Cl:1][C:2]1[CH:7]=[CH:6][CH:5]=[CH:4][C:3]=1[N:8]1[C:12]([S:13][C:14]2[CH:19]=[CH:18][N:17]=[CH:16][CH:15]=2)=[CH:11][C:10]([CH:20]=[O:21])=[N:9]1. (4) Given the reactants [NH2:1][C:2]1[CH:7]=[CH:6][C:5]([Br:8])=[CH:4][N:3]=1.[CH2:9]([O:11][C:12]([N:14]=[C:15]=[S:16])=[O:13])[CH3:10], predict the reaction product. The product is: [Br:8][C:5]1[CH:6]=[CH:7][C:2]([NH:1][C:15]([NH:14][C:12](=[O:13])[O:11][CH2:9][CH3:10])=[S:16])=[N:3][CH:4]=1. (5) Given the reactants [CH3:1][O:2][C:3]([C:5]1[CH:13]=[CH:12][C:8]([C:9]([OH:11])=O)=[CH:7][CH:6]=1)=[O:4].C(Cl)(=O)C(Cl)=O.Cl.[CH2:21]([O:23][C:24]1[CH:25]=[C:26]([C@@H:32]2[C@H:37]([NH2:38])[CH2:36][CH2:35][S:34][CH2:33]2)[CH:27]=[CH:28][C:29]=1[O:30][CH3:31])[CH3:22].CCN(C(C)C)C(C)C, predict the reaction product. The product is: [CH2:21]([O:23][C:24]1[CH:25]=[C:26]([C@@H:32]2[C@H:37]([NH:38][C:9]([C:8]3[CH:7]=[CH:6][C:5]([C:3]([O:2][CH3:1])=[O:4])=[CH:13][CH:12]=3)=[O:11])[CH2:36][CH2:35][S:34][CH2:33]2)[CH:27]=[CH:28][C:29]=1[O:30][CH3:31])[CH3:22]. (6) Given the reactants [CH3:1][S:2]([C:5]1[CH:10]=[CH:9][C:8]([CH:11]([C:19]2[NH:23][C:22]([C:24]3[CH:29]=[C:28]([CH:30]=[O:31])[CH:27]=[CH:26][N:25]=3)=[CH:21][CH:20]=2)[CH2:12][CH:13]2[CH2:18][CH2:17][O:16][CH2:15][CH2:14]2)=[CH:7][CH:6]=1)(=[O:4])=[O:3].[CH3:32][Mg]Br, predict the reaction product. The product is: [CH3:1][S:2]([C:5]1[CH:10]=[CH:9][C:8]([CH:11]([C:19]2[NH:23][C:22]([C:24]3[CH:29]=[C:28]([CH:30]([OH:31])[CH3:32])[CH:27]=[CH:26][N:25]=3)=[CH:21][CH:20]=2)[CH2:12][CH:13]2[CH2:14][CH2:15][O:16][CH2:17][CH2:18]2)=[CH:7][CH:6]=1)(=[O:4])=[O:3]. (7) Given the reactants Cl.[F:2][C:3]([F:18])([F:17])[C:4]1[N:5]=[CH:6][C:7]([NH:10][C@H:11]2[CH2:15][CH2:14][CH2:13][C@@H:12]2[NH2:16])=[N:8][CH:9]=1.[F:19][C:20]([F:32])([F:31])[O:21][C:22]1[C:23]([C:28](O)=[O:29])=[N:24][CH:25]=[CH:26][CH:27]=1.C(Cl)CCl.N1C2C(=NC=CC=2)N(O)N=1.C(N(CC)CC)C, predict the reaction product. The product is: [F:32][C:20]([F:19])([F:31])[O:21][C:22]1[C:23]([C:28]([NH:16][C@H:12]2[CH2:13][CH2:14][CH2:15][C@@H:11]2[NH:10][C:7]2[CH:6]=[N:5][C:4]([C:3]([F:2])([F:17])[F:18])=[CH:9][N:8]=2)=[O:29])=[N:24][CH:25]=[CH:26][CH:27]=1. (8) The product is: [NH2:38][C@@H:29]([CH2:30][C:31]1[CH:36]=[CH:35][CH:34]=[C:33]([CH3:37])[CH:32]=1)[C:28]([N:25]1[CH2:24][CH2:23][CH:22]([N:13]2[N:12]=[C:11]([C:5]3[CH:6]=[CH:7][C:8]([O:9][CH3:10])=[C:3]([O:2][CH3:1])[CH:4]=3)[C@@H:20]3[C@@H:15]([CH2:16][CH2:17][CH2:18][CH2:19]3)[C:14]2=[O:21])[CH2:27][CH2:26]1)=[O:46]. Given the reactants [CH3:1][O:2][C:3]1[CH:4]=[C:5]([C:11]2[C@@H:20]3[C@@H:15]([CH2:16][CH2:17][CH2:18][CH2:19]3)[C:14](=[O:21])[N:13]([CH:22]3[CH2:27][CH2:26][N:25]([C:28](=[O:46])[C@@H:29]([NH:38]C(=O)OC(C)(C)C)[CH2:30][C:31]4[CH:36]=[CH:35][CH:34]=[C:33]([CH3:37])[CH:32]=4)[CH2:24][CH2:23]3)[N:12]=2)[CH:6]=[CH:7][C:8]=1[O:9][CH3:10].FC(F)(F)C(O)=O.C(=O)(O)[O-].[Na+], predict the reaction product. (9) Given the reactants [CH:1]1[CH:6]=[CH:5][C:4]([CH2:7][C@H:8]([NH2:12])[C:9]([OH:11])=[O:10])=[CH:3][CH:2]=1.C([O-])(O)=O.[Na+].Cl[C:19]([O:21][CH3:22])=[O:20].Cl, predict the reaction product. The product is: [CH3:22][O:21][C:19]([NH:12][C@H:8]([C:9]([OH:11])=[O:10])[CH:7]([C:1]1[CH:6]=[CH:5][CH:4]=[CH:3][CH:2]=1)[C:4]1[CH:3]=[CH:2][CH:1]=[CH:6][CH:5]=1)=[O:20]. (10) The product is: [Cl:41][C:38]1[CH:39]=[CH:40][C:35]([CH:18]([C:15]2[CH:14]=[CH:13][C:12]([Cl:11])=[CH:17][CH:16]=2)[N:19]2[CH2:22][CH:21]([CH:23]([C:27]3[CH:28]=[C:29]([F:34])[CH:30]=[C:31]([F:33])[CH:32]=3)[C:24]([CH3:25])=[O:26])[CH2:20]2)=[CH:36][CH:37]=1. Given the reactants C(Cl)(=O)C(Cl)=O.CS(C)=O.[Cl:11][C:12]1[CH:17]=[CH:16][C:15]([CH:18]([C:35]2[CH:40]=[CH:39][C:38]([Cl:41])=[CH:37][CH:36]=2)[N:19]2[CH2:22][CH:21]([CH:23]([C:27]3[CH:32]=[C:31]([F:33])[CH:30]=[C:29]([F:34])[CH:28]=3)[CH:24]([OH:26])[CH3:25])[CH2:20]2)=[CH:14][CH:13]=1.C(N(CC)CC)C, predict the reaction product.